The task is: Predict the reactants needed to synthesize the given product.. This data is from Full USPTO retrosynthesis dataset with 1.9M reactions from patents (1976-2016). (1) The reactants are: [Br:1][C:2]1[CH:3]=[C:4]([C:9]([NH2:27])([CH:21]2[NH:26][CH2:25][CH:24]=[CH:23][NH:22]2)[C:10]2[CH:15]=[CH:14][C:13]([O:16][C:17]([F:20])([F:19])[F:18])=[CH:12][CH:11]=2)[CH:5]=[CH:6][C:7]=1[F:8].[N:28]#[C:29]Br. Given the product [Br:1][C:2]1[CH:3]=[C:4]([C:9]2([C:10]3[CH:11]=[CH:12][C:13]([O:16][C:17]([F:20])([F:19])[F:18])=[CH:14][CH:15]=3)[C:21]3=[N:26][CH2:25][CH2:24][CH2:23][N:22]3[C:29]([NH2:28])=[N:27]2)[CH:5]=[CH:6][C:7]=1[F:8], predict the reactants needed to synthesize it. (2) Given the product [N:25]1[C:26]2[NH:27][CH2:28][CH2:19][CH2:20][C:21]=2[CH:22]=[C:23]([C:2]2[CH:3]=[N:4][CH:5]=[CH:6][C:7]=2[CH:8]([OH:10])[CH3:9])[CH:24]=1, predict the reactants needed to synthesize it. The reactants are: Br[C:2]1[CH:3]=[N:4][CH:5]=[CH:6][C:7]=1[CH:8]([OH:10])[CH3:9].CC1(C)C(C)(C)OB([C:19]2[CH:20]=[C:21]3[C:26](=[N:27][CH:28]=2)[NH:25][CH2:24][CH2:23][CH2:22]3)O1. (3) Given the product [Cl:11][C:12]1[CH:13]=[C:14]([NH:15][C:4]2[C:3]3[C:2](=[C:9]([I:10])[N:8]=[CH:7][CH:6]=3)[O:1][C:24]=2[NH2:25])[CH:16]=[CH:17][C:18]=1[F:19], predict the reactants needed to synthesize it. The reactants are: [OH:1][C:2]1[C:9]([I:10])=[N:8][CH:7]=[CH:6][C:3]=1[CH:4]=O.[Cl:11][C:12]1[CH:13]=[C:14]([CH:16]=[CH:17][C:18]=1[F:19])[NH2:15].[Si]([C:24]#[N:25])(C)(C)C.[Si](OS(C(F)(F)F)(=O)=O)(C)(C)C. (4) Given the product [CH2:22]([C:29]1[CH:34]=[CH:33][C:32]([NH:35][C:4](=[O:5])[C:3]2[CH:7]=[CH:8][C:9]([CH:11]=[O:12])=[CH:10][C:2]=2[F:1])=[C:31]([I:36])[CH:30]=1)[C:23]1[CH:24]=[CH:25][CH:26]=[CH:27][CH:28]=1, predict the reactants needed to synthesize it. The reactants are: [F:1][C:2]1[CH:10]=[C:9]([CH:11]=[O:12])[CH:8]=[CH:7][C:3]=1[C:4](Cl)=[O:5].C(N(C(C)C)C(C)C)C.[CH2:22]([C:29]1[CH:34]=[CH:33][C:32]([NH2:35])=[C:31]([I:36])[CH:30]=1)[C:23]1[CH:28]=[CH:27][CH:26]=[CH:25][CH:24]=1.Cl. (5) Given the product [Br:11][C:12]1[CH:17]=[CH:16][C:15]([O:5][CH:2]([CH:3]=[CH2:4])[CH3:1])=[C:14]([N+:19]([O-:21])=[O:20])[CH:13]=1, predict the reactants needed to synthesize it. The reactants are: [CH3:1][CH:2]([OH:5])[CH:3]=[CH2:4].[Li+].CCC[CH2-].[Br:11][C:12]1[CH:17]=[CH:16][C:15](F)=[C:14]([N+:19]([O-:21])=[O:20])[CH:13]=1.Cl. (6) Given the product [CH2:1]([C:3]1[CH:4]=[N:5][C:6]([N:9]2[CH2:14][CH2:13][CH:12]([CH2:15][CH2:16][CH2:17][O:18][S:20]([CH3:19])(=[O:22])=[O:21])[CH2:11][CH2:10]2)=[N:7][CH:8]=1)[CH3:2], predict the reactants needed to synthesize it. The reactants are: [CH2:1]([C:3]1[CH:4]=[N:5][C:6]([N:9]2[CH2:14][CH2:13][CH:12]([CH2:15][CH2:16][CH2:17][OH:18])[CH2:11][CH2:10]2)=[N:7][CH:8]=1)[CH3:2].[CH3:19][S:20](Cl)(=[O:22])=[O:21]. (7) Given the product [OH:21][C:7]1[C:8]2[N:9]([CH:18]=[CH:19][CH:20]=2)[N:10]([CH2:13][CH2:14][CH:15]([CH3:16])[CH3:17])[C:11](=[O:12])[C:6]=1[C:4]1[NH:22][C:23]2[CH:28]=[CH:27][C:26]([O:29][CH3:30])=[CH:25][C:24]=2[S:31](=[O:32])(=[O:33])[N:34]=1, predict the reactants needed to synthesize it. The reactants are: C(O[C:4]([C:6]1[C:11](=[O:12])[N:10]([CH2:13][CH2:14][CH:15]([CH3:17])[CH3:16])[N:9]2[CH:18]=[CH:19][CH:20]=[C:8]2[C:7]=1[OH:21])=O)C.[NH2:22][C:23]1[CH:28]=[CH:27][C:26]([O:29][CH3:30])=[CH:25][C:24]=1[S:31]([NH2:34])(=[O:33])=[O:32]. (8) Given the product [C:31]1([C:18]2[N:19]([C:24]([O:26][C:27]([CH3:28])([CH3:29])[CH3:30])=[O:25])[CH2:20][CH2:21][O:22][CH:23]=2)[CH:36]=[CH:35][CH:34]=[CH:33][CH:32]=1, predict the reactants needed to synthesize it. The reactants are: O(P(O[C:18]1[N:19]([C:24]([O:26][C:27]([CH3:30])([CH3:29])[CH3:28])=[O:25])[CH2:20][CH2:21][O:22][CH:23]=1)(OC1C=CC=CC=1)=O)C1C=CC=CC=1.[C:31]1(B(O)O)[CH:36]=[CH:35][CH:34]=[CH:33][CH:32]=1.